This data is from Full USPTO retrosynthesis dataset with 1.9M reactions from patents (1976-2016). The task is: Predict the reactants needed to synthesize the given product. (1) Given the product [Br:14][C:11]1[C:9]2[NH:10][C:6]([C:4]([OH:5])=[O:3])=[CH:7][C:8]=2[S:13][CH:12]=1, predict the reactants needed to synthesize it. The reactants are: C([O:3][C:4]([C:6]1[NH:10][C:9]2[C:11]([Br:14])=[CH:12][S:13][C:8]=2[CH:7]=1)=[O:5])C.[Br:14][C:11]1[C:9]2[NH:10][C:6]([C:4]([OH:3])=[O:5])=[CH:7][C:8]=2[S:13][CH:12]=1.[OH-].[K+]. (2) Given the product [OH:3][CH2:4][CH2:5][C:11]1[N:12]=[C:13]2[C:18]([C:17]([NH:21][C:22]3[CH:27]=[C:26]([CH3:28])[CH:25]=[CH:24][C:23]=3[S:29][C:30]3[CH:31]=[CH:32][C:33]([NH:36][C:37](=[O:39])[CH3:38])=[CH:34][CH:35]=3)=[CH:16][CH:15]=[N:14]2)=[CH:19][CH:20]=1, predict the reactants needed to synthesize it. The reactants are: C([O:3][C:4](=O)[CH:5]([C:11]1[CH:20]=[CH:19][C:18]2[C:13](=[N:14][CH:15]=[CH:16][C:17]=2[NH:21][C:22]2[CH:27]=[C:26]([CH3:28])[CH:25]=[CH:24][C:23]=2[S:29][C:30]2[CH:35]=[CH:34][C:33]([NH:36][C:37](=[O:39])[CH3:38])=[CH:32][CH:31]=2)[N:12]=1)C(OCC)=O)C.[BH4-].[Na+].